This data is from Catalyst prediction with 721,799 reactions and 888 catalyst types from USPTO. The task is: Predict which catalyst facilitates the given reaction. Reactant: [C:1]([C:3]1[CH:4]=[C:5]([CH:9]=[CH:10][C:11]=1[O:12][CH:13]([CH3:15])[CH3:14])[C:6]([OH:8])=O)#[N:2].CCN=C=NCCCN(C)C.C1C=CC2N(O)N=NC=2C=1.O[NH:38][C:39]([C:41]1[C:42]2[CH:43]=[CH:44][NH:45][C:46]=2[CH:47]=[CH:48][CH:49]=1)=[NH:40]. Product: [NH:45]1[C:46]2[C:42](=[C:41]([C:39]3[N:38]=[C:6]([C:5]4[CH:9]=[CH:10][C:11]([O:12][CH:13]([CH3:15])[CH3:14])=[C:3]([CH:4]=4)[C:1]#[N:2])[O:8][N:40]=3)[CH:49]=[CH:48][CH:47]=2)[CH:43]=[CH:44]1. The catalyst class is: 31.